From a dataset of Full USPTO retrosynthesis dataset with 1.9M reactions from patents (1976-2016). Predict the reactants needed to synthesize the given product. (1) Given the product [I:16][C:14]1[N:15]=[C:11]([C:9]2[C:8]([CH3:20])=[CH:7][N:6]=[C:5]([NH:4][C:1](=[O:3])[CH3:2])[CH:10]=2)[O:12][C:13]=1[C:17]1[N:22]=[CH:24][NH:30][N:19]=1, predict the reactants needed to synthesize it. The reactants are: [C:1]([NH:4][C:5]1[CH:10]=[C:9]([C:11]2[O:12][C:13]([C:17]([NH2:19])=O)=[C:14]([I:16])[N:15]=2)[C:8]([CH3:20])=[CH:7][N:6]=1)(=[O:3])[CH3:2].C[N:22]([CH:24](OC)OC)C.O.[NH2:30]N. (2) Given the product [F:61][C:32]([F:31])([F:62])[C:33]1[CH:34]=[C:35]([NH:39][C:40](=[O:60])[NH:41][C:42]2[CH:43]=[CH:44][C:45]([C:48]3[O:52][C:51]([CH2:53][CH2:54][CH2:55][C:56]([OH:58])=[O:57])=[N:50][N:49]=3)=[CH:46][CH:47]=2)[CH:36]=[CH:37][CH:38]=1, predict the reactants needed to synthesize it. The reactants are: FC(F)(F)C1C=C(NC(=O)NC2C=CC(C3SC(CCC(O)=O)=NC=3)=CC=2)C=CC=1.[F:31][C:32]([F:62])([F:61])[C:33]1[CH:34]=[C:35]([NH:39][C:40](=[O:60])[NH:41][C:42]2[CH:47]=[CH:46][C:45]([C:48]3[O:52][C:51]([CH2:53][CH2:54][CH2:55][C:56]([O:58]C)=[O:57])=[N:50][N:49]=3)=[CH:44][CH:43]=2)[CH:36]=[CH:37][CH:38]=1. (3) The reactants are: I[C:2]1[CH:7]=[C:6]([C:8]([CH3:15])([CH2:10][C:11]([CH3:14])([CH3:13])[CH3:12])[CH3:9])[CH:5]=[CH:4][C:3]=1[O:16][CH2:17][O:18][CH3:19].[C:20]([C:24]1[CH:25]=[CH:26][C:27]2[NH:28][C:29]3[C:34]([C:35]=2[CH:36]=1)=[C:33](C(C)(C)C)[CH:32]=[CH:31][CH:30]=3)([CH3:23])([CH3:22])[CH3:21].[O-]P([O-])([O-])=O.[K+].[K+].[K+].CNCCNC.[C:55]1([CH3:61])[CH:60]=CC=C[CH:56]=1. Given the product [C:20]([C:24]1[CH:25]=[CH:26][C:27]2[N:28]([C:2]3[CH:7]=[C:6]([C:8]([CH3:15])([CH2:10][C:11]([CH3:14])([CH3:13])[CH3:12])[CH3:9])[CH:5]=[CH:4][C:3]=3[O:16][CH2:17][O:18][CH3:19])[C:29]3[C:34]([C:35]=2[CH:36]=1)=[CH:33][C:32]([C:55]([CH3:61])([CH3:60])[CH3:56])=[CH:31][CH:30]=3)([CH3:21])([CH3:22])[CH3:23], predict the reactants needed to synthesize it. (4) Given the product [C:36]([C:33]1[CH:34]=[CH:35][C:30]([CH2:29][CH2:28][CH:16](/[CH:15]=[CH:14]/[C:9]2[CH:10]=[CH:11][CH:12]=[CH:13][C:8]=2[O:7][CH2:6][C:5]2[CH:38]=[CH:39][C:2]([C:45]3[CH:46]=[CH:47][C:42]([C:41]([F:52])([F:51])[F:40])=[CH:43][CH:44]=3)=[CH:3][CH:4]=2)[CH2:17][C:18]2[CH:27]=[CH:26][C:21]([C:22]([O:24][CH3:25])=[O:23])=[CH:20][CH:19]=2)=[CH:31][CH:32]=1)#[N:37], predict the reactants needed to synthesize it. The reactants are: Br[C:2]1[CH:39]=[CH:38][C:5]([CH2:6][O:7][C:8]2[CH:13]=[CH:12][CH:11]=[CH:10][C:9]=2/[CH:14]=[CH:15]/[CH:16]([CH2:28][CH2:29][C:30]2[CH:35]=[CH:34][C:33]([C:36]#[N:37])=[CH:32][CH:31]=2)[CH2:17][C:18]2[CH:27]=[CH:26][C:21]([C:22]([O:24][CH3:25])=[O:23])=[CH:20][CH:19]=2)=[CH:4][CH:3]=1.[F:40][C:41]([F:52])([F:51])[C:42]1[CH:47]=[CH:46][C:45](B(O)O)=[CH:44][CH:43]=1.C(=O)([O-])[O-].[Na+].[Na+]. (5) Given the product [ClH:20].[ClH:20].[N:14]1([C@H:9]2[CH2:10][CH2:11][CH2:12][CH2:13][C@H:8]2[NH2:7])[CH2:15][CH2:16][CH2:17][CH2:18]1, predict the reactants needed to synthesize it. The reactants are: C(OC(=O)[NH:7][C@@H:8]1[CH2:13][CH2:12][CH2:11][CH2:10][C@@H:9]1[N:14]1[CH2:18][CH2:17][CH2:16][CH2:15]1)(C)(C)C.[ClH:20]. (6) Given the product [NH2:1][C:2]1[CH:7]=[CH:6][C:5]([C:8](=[O:12])[C:13]2[CH:18]=[CH:17][C:16]([Cl:19])=[CH:15][CH:14]=2)=[CH:4][C:3]=1[CH:20]([C:22]1[CH:27]=[CH:26][CH:25]=[C:24]([Cl:28])[CH:23]=1)[S:29][CH2:30][C:31]([OH:33])=[O:32], predict the reactants needed to synthesize it. The reactants are: [NH2:1][C:2]1[CH:7]=[CH:6][C:5]([C:8]2([C:13]3[CH:18]=[CH:17][C:16]([Cl:19])=[CH:15][CH:14]=3)[O:12]CCO2)=[CH:4][C:3]=1[CH:20]([C:22]1[CH:27]=[CH:26][CH:25]=[C:24]([Cl:28])[CH:23]=1)O.[SH:29][CH2:30][C:31]([OH:33])=[O:32]. (7) Given the product [CH3:1][O:2][CH2:3][C:4]1[C:8](=[O:9])[O:7][CH2:6][C:5]=1[N:10]1[CH2:14][CH2:13][C:12]2([CH2:15][CH2:16][NH:17][CH2:18][CH2:19]2)[C:11]1=[O:27], predict the reactants needed to synthesize it. The reactants are: [CH3:1][O:2][CH2:3][C:4]1[C:8](=[O:9])[O:7][CH2:6][C:5]=1[N:10]1[CH2:14][CH2:13][C:12]2([CH2:19][CH2:18][N:17](C(OC(C)(C)C)=O)[CH2:16][CH2:15]2)[C:11]1=[O:27].CC1CC2(CCNCC2)C(=O)N1C1COC(=O)C=1. (8) Given the product [ClH:20].[OH:1][CH:2]([CH2:15][NH:16][CH:17]([CH3:19])[CH3:18])[CH2:3][O:4][C:5]1[CH:6]=[CH:7][C:8]([CH2:11][C:12]([OH:14])=[O:13])=[CH:9][CH:10]=1, predict the reactants needed to synthesize it. The reactants are: [OH:1][CH:2]([CH2:15][NH:16][CH:17]([CH3:19])[CH3:18])[CH2:3][O:4][C:5]1[CH:10]=[CH:9][C:8]([CH2:11][C:12]([O-:14])=[O:13])=[CH:7][CH:6]=1.[ClH:20].